From a dataset of Full USPTO retrosynthesis dataset with 1.9M reactions from patents (1976-2016). Predict the reactants needed to synthesize the given product. Given the product [CH3:1][O:2][CH2:3][C:4]([N:34]([CH3:35])[CH:31]1[CH2:32][CH2:33][N:28]([C:26](=[O:27])/[CH:25]=[CH:24]/[C:15]2[CH:16]=[CH:17][C:18]([C:20]([F:21])([F:22])[F:23])=[CH:19][C:14]=2[CH2:13][N:11]2[N:10]=[N:9][C:8]([CH3:7])=[N:12]2)[CH2:29][CH2:30]1)=[O:6], predict the reactants needed to synthesize it. The reactants are: [CH3:1][O:2][CH2:3][C:4]([OH:6])=O.[CH3:7][C:8]1[N:9]=[N:10][N:11]([CH2:13][C:14]2[CH:19]=[C:18]([C:20]([F:23])([F:22])[F:21])[CH:17]=[CH:16][C:15]=2/[CH:24]=[CH:25]/[C:26]([N:28]2[CH2:33][CH2:32][CH:31]([NH:34][CH3:35])[CH2:30][CH2:29]2)=[O:27])[N:12]=1.C(N(CC)CC)C.C(P1(=O)OP(CCC)(=O)OP(CCC)(=O)O1)CC.